Dataset: NCI-60 drug combinations with 297,098 pairs across 59 cell lines. Task: Regression. Given two drug SMILES strings and cell line genomic features, predict the synergy score measuring deviation from expected non-interaction effect. (1) Cell line: A498. Drug 1: C1CCC(C1)C(CC#N)N2C=C(C=N2)C3=C4C=CNC4=NC=N3. Drug 2: CCC1(CC2CC(C3=C(CCN(C2)C1)C4=CC=CC=C4N3)(C5=C(C=C6C(=C5)C78CCN9C7C(C=CC9)(C(C(C8N6C=O)(C(=O)OC)O)OC(=O)C)CC)OC)C(=O)OC)O.OS(=O)(=O)O. Synergy scores: CSS=12.7, Synergy_ZIP=0.817, Synergy_Bliss=6.54, Synergy_Loewe=0.0973, Synergy_HSA=4.08. (2) Cell line: SNB-19. Drug 2: COCCOC1=C(C=C2C(=C1)C(=NC=N2)NC3=CC=CC(=C3)C#C)OCCOC.Cl. Synergy scores: CSS=32.9, Synergy_ZIP=-1.20, Synergy_Bliss=-0.104, Synergy_Loewe=1.71, Synergy_HSA=1.77. Drug 1: C1CCC(CC1)NC(=O)N(CCCl)N=O. (3) Drug 1: COC1=CC(=CC(=C1O)OC)C2C3C(COC3=O)C(C4=CC5=C(C=C24)OCO5)OC6C(C(C7C(O6)COC(O7)C8=CC=CS8)O)O. Drug 2: C1=CC(=CC=C1C#N)C(C2=CC=C(C=C2)C#N)N3C=NC=N3. Cell line: SF-539. Synergy scores: CSS=34.8, Synergy_ZIP=-2.36, Synergy_Bliss=-3.97, Synergy_Loewe=-34.1, Synergy_HSA=-2.51. (4) Drug 1: COC1=NC(=NC2=C1N=CN2C3C(C(C(O3)CO)O)O)N. Drug 2: CC=C1C(=O)NC(C(=O)OC2CC(=O)NC(C(=O)NC(CSSCCC=C2)C(=O)N1)C(C)C)C(C)C. Cell line: RPMI-8226. Synergy scores: CSS=35.5, Synergy_ZIP=0.192, Synergy_Bliss=2.38, Synergy_Loewe=3.66, Synergy_HSA=4.12. (5) Drug 1: CC1=C(C=C(C=C1)NC2=NC=CC(=N2)N(C)C3=CC4=NN(C(=C4C=C3)C)C)S(=O)(=O)N.Cl. Drug 2: C1=C(C(=O)NC(=O)N1)N(CCCl)CCCl. Cell line: CCRF-CEM. Synergy scores: CSS=43.9, Synergy_ZIP=-4.26, Synergy_Bliss=-7.86, Synergy_Loewe=-19.6, Synergy_HSA=-7.46. (6) Drug 1: CC12CCC3C(C1CCC2=O)CC(=C)C4=CC(=O)C=CC34C. Drug 2: CC(C)CN1C=NC2=C1C3=CC=CC=C3N=C2N. Cell line: NCIH23. Synergy scores: CSS=55.2, Synergy_ZIP=1.14, Synergy_Bliss=1.63, Synergy_Loewe=1.34, Synergy_HSA=1.04. (7) Drug 1: C1C(C(OC1N2C=NC3=C(N=C(N=C32)Cl)N)CO)O. Drug 2: CC1CCCC2(C(O2)CC(NC(=O)CC(C(C(=O)C(C1O)C)(C)C)O)C(=CC3=CSC(=N3)C)C)C. Cell line: DU-145. Synergy scores: CSS=50.5, Synergy_ZIP=-2.07, Synergy_Bliss=-3.09, Synergy_Loewe=-6.14, Synergy_HSA=-1.05. (8) Drug 1: CCC1(CC2CC(C3=C(CCN(C2)C1)C4=CC=CC=C4N3)(C5=C(C=C6C(=C5)C78CCN9C7C(C=CC9)(C(C(C8N6C=O)(C(=O)OC)O)OC(=O)C)CC)OC)C(=O)OC)O.OS(=O)(=O)O. Drug 2: CCCCCOC(=O)NC1=NC(=O)N(C=C1F)C2C(C(C(O2)C)O)O. Cell line: EKVX. Synergy scores: CSS=3.36, Synergy_ZIP=0.0294, Synergy_Bliss=1.74, Synergy_Loewe=-2.11, Synergy_HSA=-0.688. (9) Drug 1: CC1C(C(=O)NC(C(=O)N2CCCC2C(=O)N(CC(=O)N(C(C(=O)O1)C(C)C)C)C)C(C)C)NC(=O)C3=C4C(=C(C=C3)C)OC5=C(C(=O)C(=C(C5=N4)C(=O)NC6C(OC(=O)C(N(C(=O)CN(C(=O)C7CCCN7C(=O)C(NC6=O)C(C)C)C)C)C(C)C)C)N)C. Drug 2: C1=CN(C=N1)CC(O)(P(=O)(O)O)P(=O)(O)O. Cell line: LOX IMVI. Synergy scores: CSS=26.8, Synergy_ZIP=-0.995, Synergy_Bliss=-1.90, Synergy_Loewe=-34.5, Synergy_HSA=-6.65.